This data is from Catalyst prediction with 721,799 reactions and 888 catalyst types from USPTO. The task is: Predict which catalyst facilitates the given reaction. (1) Reactant: [OH:1][C:2]1[C:10]2[NH:9][C:8]([CH2:11][O:12][C:13]3[CH:18]=[CH:17][C:16]([Cl:19])=[CH:15][CH:14]=3)=[N:7][C:6]=2[CH:5]=[CH:4][CH:3]=1.[F:20][C:21]([F:34])([F:33])[S:22](O[S:22]([C:21]([F:34])([F:33])[F:20])(=[O:24])=[O:23])(=[O:24])=[O:23]. Product: [F:20][C:21]([F:34])([F:33])[S:22]([O:1][C:2]1[C:10]2[N:9]=[C:8]([CH2:11][O:12][C:13]3[CH:18]=[CH:17][C:16]([Cl:19])=[CH:15][CH:14]=3)[N:7]([S:22]([C:21]([F:20])([F:33])[F:34])(=[O:23])=[O:24])[C:6]=2[CH:5]=[CH:4][CH:3]=1)(=[O:24])=[O:23]. The catalyst class is: 17. (2) Reactant: [F:1][C:2]1[CH:3]=[C:4]([C:9]#[C:10][Si](C)(C)C)[C:5]([NH2:8])=[N:6][CH:7]=1.CC(C)([O-])C.[K+].[Cl-].[Na+]. Product: [F:1][C:2]1[CH:3]=[C:4]2[CH:9]=[CH:10][NH:8][C:5]2=[N:6][CH:7]=1. The catalyst class is: 60. (3) Reactant: [CH2:1]([C:3]1[N:4]([C:28]2[CH:33]=[CH:32][C:31]([OH:34])=[CH:30][CH:29]=2)[C:5](=[O:27])[C:6]([CH2:12][C:13]2[CH:18]=[CH:17][C:16]([C:19]3[C:20]([C:25]#[N:26])=[CH:21][CH:22]=[CH:23][CH:24]=3)=[CH:15][CH:14]=2)=[C:7]([CH2:9][CH2:10][CH3:11])[N:8]=1)[CH3:2].[F:35][C:36]1([F:43])[CH2:41][CH2:40][CH:39](O)[CH2:38][CH2:37]1.N(C(OC(C)C)=O)=NC(OC(C)C)=O.C1(P(C2C=CC=CC=2)C2C=CC=CC=2)C=CC=CC=1. Product: [F:35][C:36]1([F:43])[CH2:41][CH2:40][CH:39]([O:34][C:31]2[CH:32]=[CH:33][C:28]([N:4]3[C:5](=[O:27])[C:6]([CH2:12][C:13]4[CH:18]=[CH:17][C:16]([C:19]5[C:20]([C:25]#[N:26])=[CH:21][CH:22]=[CH:23][CH:24]=5)=[CH:15][CH:14]=4)=[C:7]([CH2:9][CH2:10][CH3:11])[N:8]=[C:3]3[CH2:1][CH3:2])=[CH:29][CH:30]=2)[CH2:38][CH2:37]1. The catalyst class is: 362. (4) Reactant: C1C2C(COC([NH:18][C@H:19]([CH2:49][CH2:50][CH2:51][O:52][C:53](=[O:55])[CH3:54])[C:20]([O:22][C@H:23]([C:34]3[CH:39]=[CH:38][C:37]([O:40][CH:41]([F:43])[F:42])=[C:36]([O:44][CH2:45][CH:46]4[CH2:48][CH2:47]4)[CH:35]=3)[CH2:24][C:25]3[C:30]([Cl:31])=[CH:29][N+:28]([O-:32])=[CH:27][C:26]=3[Cl:33])=[O:21])=O)C3C(=CC=CC=3)C=2C=CC=1.N1CCOCC1. Product: [C:53]([O:52][CH2:51][CH2:50][CH2:49][C@@H:19]([NH2:18])[C:20]([O:22][C@H:23]([C:34]1[CH:39]=[CH:38][C:37]([O:40][CH:41]([F:42])[F:43])=[C:36]([O:44][CH2:45][CH:46]2[CH2:48][CH2:47]2)[CH:35]=1)[CH2:24][C:25]1[C:26]([Cl:33])=[CH:27][N+:28]([O-:32])=[CH:29][C:30]=1[Cl:31])=[O:21])(=[O:55])[CH3:54]. The catalyst class is: 2.